Dataset: Reaction yield outcomes from USPTO patents with 853,638 reactions. Task: Predict the reaction yield, written as a fraction of the theoretical maximum amount of product (1.0 means a 100% yield; for example, 0.34 means a 34% yield). The reactants are [S:1]([O:8]S(C(F)(F)F)(=O)=O)([C:4]([F:7])([F:6])[F:5])(=[O:3])=[O:2].[Si:16]([O:23][CH2:24][C@H:25]1[N:29]([C:30](=[O:53])[C:31]2[CH:36]=[C:35]([O:37][CH3:38])[C:34]([O:39][Si:40]([CH:47]([CH3:49])[CH3:48])([CH:44]([CH3:46])[CH3:45])[CH:41]([CH3:43])[CH3:42])=[CH:33][C:32]=2[N+:50]([O-:52])=[O:51])[CH2:28][C:27](=O)[CH2:26]1)([C:19]([CH3:22])([CH3:21])[CH3:20])([CH3:18])[CH3:17].N1C(C)=CC=CC=1C.CC(C)=O.C(=O)=O. The catalyst is ClCCl.O.O.ClCCl. The product is [F:5][C:4]([F:7])([F:6])[S:1]([O:8][C:27]1[CH2:26][C@@H:25]([CH2:24][O:23][Si:16]([C:19]([CH3:21])([CH3:20])[CH3:22])([CH3:18])[CH3:17])[N:29]([C:30](=[O:53])[C:31]2[CH:36]=[C:35]([O:37][CH3:38])[C:34]([O:39][Si:40]([CH:41]([CH3:43])[CH3:42])([CH:44]([CH3:45])[CH3:46])[CH:47]([CH3:49])[CH3:48])=[CH:33][C:32]=2[N+:50]([O-:52])=[O:51])[CH:28]=1)(=[O:3])=[O:2]. The yield is 0.960.